From a dataset of Catalyst prediction with 721,799 reactions and 888 catalyst types from USPTO. Predict which catalyst facilitates the given reaction. (1) Reactant: [C:1]([C:3]1[CH:8]=[CH:7][C:6]([N:9]2[CH2:18][CH2:17][C:16]3[C:15]([NH:19][C:20]4[O:21][CH:22]=[C:23]([C:25]([O:27]CC)=[O:26])[N:24]=4)=[N:14][CH:13]=[N:12][C:11]=3[CH2:10]2)=[CH:5][C:4]=1[C:30]([F:33])([F:32])[F:31])#[N:2].[OH-].[Na+]. Product: [C:1]([C:3]1[CH:8]=[CH:7][C:6]([N:9]2[CH2:18][CH2:17][C:16]3[C:15]([NH:19][C:20]4[O:21][CH:22]=[C:23]([C:25]([OH:27])=[O:26])[N:24]=4)=[N:14][CH:13]=[N:12][C:11]=3[CH2:10]2)=[CH:5][C:4]=1[C:30]([F:33])([F:31])[F:32])#[N:2]. The catalyst class is: 8. (2) Reactant: [CH3:1][C@H:2]1[CH2:7][NH:6][C@H:5]([CH3:8])[CH2:4][NH:3]1.[CH2:9](Br)[C:10]1[CH:15]=[CH:14][CH:13]=[CH:12][CH:11]=1. Product: [CH2:9]([N:3]1[CH2:4][C@@H:5]([CH3:8])[NH:6][CH2:7][C@@H:2]1[CH3:1])[C:10]1[CH:15]=[CH:14][CH:13]=[CH:12][CH:11]=1. The catalyst class is: 8.